From a dataset of Catalyst prediction with 721,799 reactions and 888 catalyst types from USPTO. Predict which catalyst facilitates the given reaction. (1) Reactant: [Cl:1][C:2]1[N:6]2[C:7]3[CH:37]=[CH:36][C:35]([Cl:38])=[CH:34][C:8]=3[C@@H:9]([C:24]3[CH:29]=[CH:28][CH:27]=[C:26]([O:30][CH3:31])[C:25]=3[O:32][CH3:33])[O:10][C@H:11]([CH2:12][CH2:13][N:14]3[CH:18]=[C:17]([C:19]([O:21]CC)=[O:20])[CH:16]=[N:15]3)[C:5]2=[N:4][C:3]=1[Cl:39].[OH-].[Na+].Cl.CCCCCC. Product: [Cl:1][C:2]1[N:6]2[C:7]3[CH:37]=[CH:36][C:35]([Cl:38])=[CH:34][C:8]=3[C@@H:9]([C:24]3[CH:29]=[CH:28][CH:27]=[C:26]([O:30][CH3:31])[C:25]=3[O:32][CH3:33])[O:10][C@H:11]([CH2:12][CH2:13][N:14]3[CH:18]=[C:17]([C:19]([OH:21])=[O:20])[CH:16]=[N:15]3)[C:5]2=[N:4][C:3]=1[Cl:39]. The catalyst class is: 459. (2) Reactant: [CH:1]1([O:5][CH2:6][C:7]([CH:13]2[CH2:18][CH2:17][CH2:16][CH2:15][CH2:14]2)([CH2:10][O:11][CH3:12])[CH2:8][OH:9])[CH2:4][CH2:3][CH2:2]1.[H-].[Na+].CI.[CH3:23]CCCCC.C(OCC)(=O)C. Product: [CH:1]1([O:5][CH2:6][C:7]([CH:13]2[CH2:14][CH2:15][CH2:16][CH2:17][CH2:18]2)([CH2:8][O:9][CH3:23])[CH2:10][O:11][CH3:12])[CH2:2][CH2:3][CH2:4]1. The catalyst class is: 1. (3) The catalyst class is: 47. Product: [Cl:8][C:6]1[N:5]=[C:4]([O:9][CH3:10])[N:3]=[C:2]([NH:31][CH2:30][CH2:29][C:26]2[CH:25]=[CH:24][C:23]([O:22][CH:21]([F:20])[F:32])=[CH:28][CH:27]=2)[N:7]=1. Reactant: Cl[C:2]1[N:7]=[C:6]([Cl:8])[N:5]=[C:4]([O:9][CH3:10])[N:3]=1.CCN(C(C)C)C(C)C.[F:20][CH:21]([F:32])[O:22][C:23]1[CH:28]=[CH:27][C:26]([CH2:29][CH2:30][NH2:31])=[CH:25][CH:24]=1.CCOC(C)=O. (4) The catalyst class is: 1. Product: [CH3:24][O:25][C:26](=[O:39])[CH2:27][C@@H:28]([OH:38])[CH2:29][CH2:30][C:31]1[CH:36]=[CH:35][CH:34]=[C:33]([F:37])[CH:32]=1. Reactant: C1(C(C2C=CC=CC=2)([C@@H]2CCCN2)O)C=CC=CC=1.B.CSC.[CH3:24][O:25][C:26](=[O:39])[CH2:27][C:28](=[O:38])[CH2:29][CH2:30][C:31]1[CH:36]=[CH:35][CH:34]=[C:33]([F:37])[CH:32]=1. (5) Reactant: [Mg].Br[C:3]1[CH:8]=[C:7]([F:9])[CH:6]=[CH:5][C:4]=1[F:10].[C:11](OCC)(=[O:17])[C:12]([O:14][CH2:15][CH3:16])=[O:13].[Cl-].[NH4+]. Product: [F:10][C:4]1[CH:5]=[CH:6][C:7]([F:9])=[CH:8][C:3]=1[C:11](=[O:17])[C:12]([O:14][CH2:15][CH3:16])=[O:13]. The catalyst class is: 20. (6) Reactant: [Si:1]([O:18][C@H:19]1[CH2:24][CH2:23][C@@:22]([CH:26]2[CH2:34][CH2:33][C:32]3([CH3:35])[CH:28]([CH2:29][CH2:30][C:31]3([C:37]3[S:38][CH:39]=[CH:40][N:41]=3)[OH:36])[CH:27]2[CH2:42][OH:43])([CH3:25])[C@@H:21]([CH2:44][OH:45])[CH2:20]1)([C:14]([CH3:17])([CH3:16])[CH3:15])([C:8]1[CH:13]=[CH:12][CH:11]=[CH:10][CH:9]=1)[C:2]1[CH:7]=[CH:6][CH:5]=[CH:4][CH:3]=1.[CH3:46][C:47](OC(C)=O)=[O:48]. Product: [C:47]([O:45][CH2:44][C@H:21]1[CH2:20][C@@H:19]([O:18][Si:1]([C:14]([CH3:17])([CH3:16])[CH3:15])([C:2]2[CH:7]=[CH:6][CH:5]=[CH:4][CH:3]=2)[C:8]2[CH:13]=[CH:12][CH:11]=[CH:10][CH:9]=2)[CH2:24][CH2:23][C@@:22]1([C@H:26]1[CH2:34][CH2:33][C@@:32]2([CH3:35])[C@@H:28]([CH2:29][CH2:30][C@@:31]2([OH:36])[C:37]2[S:38][CH:39]=[CH:40][N:41]=2)[C@@H:27]1[CH2:42][OH:43])[CH3:25])(=[O:48])[CH3:46]. The catalyst class is: 377. (7) Reactant: [C:1]1([C:7]2[N:11]([C:12]3[CH:13]=C([CH:17]=[CH:18][N:19]=3)C#N)[N:10]=[CH:9][CH:8]=2)[CH:6]=[CH:5][CH:4]=[CH:3][CH:2]=1.[OH-:20].[Na+].[CH3:22][CH2:23][OH:24]. Product: [C:1]1([C:7]2[N:11]([C:12]3[CH:13]=[C:22]([CH:17]=[CH:18][N:19]=3)[C:23]([OH:20])=[O:24])[N:10]=[CH:9][CH:8]=2)[CH:6]=[CH:5][CH:4]=[CH:3][CH:2]=1. The catalyst class is: 6. (8) Reactant: [O:1]1[C:10]2[C:5](=[N:6][CH:7]=[CH:8][CH:9]=2)[CH:4]([NH:11][CH2:12][C:13]([O:15][CH2:16][C:17]2[CH:22]=[CH:21][CH:20]=[CH:19][CH:18]=2)=[O:14])[CH2:3][CH2:2]1.C=O.[C:25](O)(=O)C.C(O[BH-](OC(=O)C)OC(=O)C)(=O)C.[Na+]. Product: [O:1]1[C:10]2[C:5](=[N:6][CH:7]=[CH:8][CH:9]=2)[CH:4]([N:11]([CH3:25])[CH2:12][C:13]([O:15][CH2:16][C:17]2[CH:18]=[CH:19][CH:20]=[CH:21][CH:22]=2)=[O:14])[CH2:3][CH2:2]1. The catalyst class is: 26. (9) Reactant: [Br:1][C:2]1[CH:3]=[C:4]([C:9]2[CH2:13][C:12]([C:18]3[CH:23]=[C:22]([Cl:24])[CH:21]=[C:20]([Cl:25])[CH:19]=3)([C:14]([F:17])([F:16])[F:15])[O:11][N:10]=2)[CH:5]=[CH:6][C:7]=1[CH3:8].[Br:26]N1C(=O)CCC1=O. Product: [Br:1][C:2]1[CH:3]=[C:4]([C:9]2[CH2:13][C:12]([C:18]3[CH:19]=[C:20]([Cl:25])[CH:21]=[C:22]([Cl:24])[CH:23]=3)([C:14]([F:16])([F:15])[F:17])[O:11][N:10]=2)[CH:5]=[CH:6][C:7]=1[CH2:8][Br:26]. The catalyst class is: 68.